From a dataset of Forward reaction prediction with 1.9M reactions from USPTO patents (1976-2016). Predict the product of the given reaction. (1) The product is: [C:15]([C:10]1[C:11](=[O:14])[N:12]([CH2:24][C:23]2[CH:26]=[CH:27][C:28]([F:29])=[C:21]([F:20])[CH:22]=2)[N:13]=[C:8]([C:5]2[CH:6]=[CH:7][C:2]([F:1])=[C:3]([CH3:19])[CH:4]=2)[CH:9]=1)([OH:17])=[O:16]. Given the reactants [F:1][C:2]1[CH:7]=[CH:6][C:5]([C:8]2[CH:9]=[C:10]([C:15]([O:17]C)=[O:16])[C:11](=[O:14])[NH:12][N:13]=2)=[CH:4][C:3]=1[CH3:19].[F:20][C:21]1[CH:22]=[C:23]([CH:26]=[CH:27][C:28]=1[F:29])[CH2:24]Cl, predict the reaction product. (2) Given the reactants [I-:1].[K+].II.[NH2:5][C:6]1[CH:11]=[CH:10][N:9]=[CH:8][C:7]=1[Br:12].C(=O)([O-])[O-].[Na+].[Na+], predict the reaction product. The product is: [Br:12][C:7]1[CH:8]=[N:9][CH:10]=[C:11]([I:1])[C:6]=1[NH2:5].